From a dataset of Full USPTO retrosynthesis dataset with 1.9M reactions from patents (1976-2016). Predict the reactants needed to synthesize the given product. (1) Given the product [C:1]12([NH:11][CH2:21][C:20]3[CH:23]=[CH:24][C:17]([C:14]4[CH:15]=[CH:16][S:12][CH:13]=4)=[CH:18][C:19]=3[OH:25])[CH2:8][CH:7]3[CH2:6][CH:5]([CH2:4][CH:3]([CH2:9]3)[CH2:2]1)[CH2:10]2, predict the reactants needed to synthesize it. The reactants are: [C:1]12([NH2:11])[CH2:10][CH:5]3[CH2:6][CH:7]([CH2:9][CH:3]([CH2:4]3)[CH2:2]1)[CH2:8]2.[S:12]1[CH:16]=[CH:15][C:14]([C:17]2[CH:24]=[CH:23][C:20]([CH:21]=O)=[C:19]([OH:25])[CH:18]=2)=[CH:13]1. (2) Given the product [Cl:32][C:29]1[CH:30]=[CH:31][C:26]([N:23]2[CH2:22][CH2:21][C:20]([CH:18]([OH:19])[CH2:17][N:4]3[C:3]([CH3:11])=[C:2]([Cl:1])[C:6]([C:7]([F:9])([F:10])[F:8])=[N:5]3)([CH3:35])[CH2:25][CH2:24]2)=[CH:27][C:28]=1[O:33][CH3:34], predict the reactants needed to synthesize it. The reactants are: [Cl:1][C:2]1[C:3]([CH3:11])=[N:4][NH:5][C:6]=1[C:7]([F:10])([F:9])[F:8].[H-].[Na+].[H][H].Cl[CH2:17][CH:18]([C:20]1([CH3:35])[CH2:25][CH2:24][N:23]([C:26]2[CH:31]=[CH:30][C:29]([Cl:32])=[C:28]([O:33][CH3:34])[CH:27]=2)[CH2:22][CH2:21]1)[OH:19].[Br-].[Li+].ClO. (3) The reactants are: [CH3:1][O:2][C:3]1[C:8]([CH3:9])=[N:7][N:6]([CH3:10])[C:5](=[O:11])[C:4]=1[N:12]1[C:20]2[C:15](=[CH:16][CH:17]=[CH:18][CH:19]=2)[CH:14]=[C:13]1[CH3:21].S(Cl)([Cl:25])(=O)=O. Given the product [Cl:25][C:14]1[C:15]2[C:20](=[CH:19][CH:18]=[CH:17][CH:16]=2)[N:12]([C:4]2[C:5](=[O:11])[N:6]([CH3:10])[N:7]=[C:8]([CH3:9])[C:3]=2[O:2][CH3:1])[C:13]=1[CH3:21], predict the reactants needed to synthesize it. (4) Given the product [CH3:18][O:19][C:20]1[CH:28]=[CH:27][C:23]([CH2:24][N:25]2[CH:8]=[C:7]3[C:5]([C:4](=[O:16])[NH:9][C:10]4[CH:11]=[CH:12][CH:13]=[CH:14][C:15]=43)=[N:26]2)=[CH:22][CH:21]=1, predict the reactants needed to synthesize it. The reactants are: C(O[C:4](=[O:16])[C:5]([C:7]1[C:15]2[C:10](=[CH:11][CH:12]=[CH:13][CH:14]=2)[NH:9][CH:8]=1)=O)C.Cl.[CH3:18][O:19][C:20]1[CH:28]=[CH:27][C:23]([CH2:24][NH:25][NH2:26])=[CH:22][CH:21]=1.